From a dataset of Full USPTO retrosynthesis dataset with 1.9M reactions from patents (1976-2016). Predict the reactants needed to synthesize the given product. (1) Given the product [F:28][C:25]([F:26])([F:27])[C:67]([O-:69])=[O:68].[CH3:73][NH+:74]1[CH2:79][CH2:78][N:77]([C:4]2[CH:32]=[CH:31][CH:30]=[C:6]([CH2:7][C:8]3[O:12][C:11]([C:13]4[O:17][N:16]=[C:15]([C:18]5[CH:23]=[CH:22][C:21]([O:24][C:25]([F:28])([F:27])[F:26])=[CH:20][CH:19]=5)[N:14]=4)=[N:10][C:9]=3[CH3:29])[CH:5]=2)[CH2:76][CH2:75]1, predict the reactants needed to synthesize it. The reactants are: N#N.Br[C:4]1[CH:5]=[C:6]([CH:30]=[CH:31][CH:32]=1)[CH2:7][C:8]1[O:12][C:11]([C:13]2[O:17][N:16]=[C:15]([C:18]3[CH:23]=[CH:22][C:21]([O:24][C:25]([F:28])([F:27])[F:26])=[CH:20][CH:19]=3)[N:14]=2)=[N:10][C:9]=1[CH3:29].CC(C1C=C(C(C)C)C(C2C=CC=CC=2P(C2CCCCC2)C2CCCCC2)=C(C(C)C)C=1)C.[C:67]([O-])([O-:69])=[O:68].[Cs+].[Cs+].[CH3:73][N:74]1[CH2:79][CH2:78][NH:77][CH2:76][CH2:75]1. (2) Given the product [NH:24]1[C:32]2[C:27](=[C:28]([N:33]3[CH2:38][CH2:37][N:36]([C:21]([CH:12]4[CH2:13][CH2:14][C:15]5[C:20](=[CH:19][CH:18]=[CH:17][CH:16]=5)[NH:11]4)=[O:23])[CH2:35][CH2:34]3)[CH:29]=[CH:30][CH:31]=2)[CH:26]=[CH:25]1, predict the reactants needed to synthesize it. The reactants are: C(P(=O)(OCC)OCC)#N.[NH:11]1[C:20]2[C:15](=[CH:16][CH:17]=[CH:18][CH:19]=2)[CH2:14][CH2:13][CH:12]1[C:21]([OH:23])=O.[NH:24]1[C:32]2[C:27](=[C:28]([N:33]3[CH2:38][CH2:37][NH:36][CH2:35][CH2:34]3)[CH:29]=[CH:30][CH:31]=2)[CH:26]=[CH:25]1. (3) Given the product [CH2:1]([O:3][C:4](=[O:22])[NH:5][C:6]([CH3:21])([CH3:20])[CH2:7][CH2:8][NH2:9])[CH3:2], predict the reactants needed to synthesize it. The reactants are: [CH2:1]([O:3][C:4](=[O:22])[NH:5][C:6]([CH3:21])([CH3:20])[CH2:7][CH2:8][N:9]1C(=O)C2C(=CC=CC=2)C1=O)[CH3:2].O.NN. (4) Given the product [CH2:1]([O:3][CH2:4][C:5]([O:7][CH2:8][Cl:19])=[O:6])[CH3:2], predict the reactants needed to synthesize it. The reactants are: [CH2:1]([O:3][CH2:4][C:5]([O:7][CH2:8]SC1C=CC=CC=1)=[O:6])[CH3:2].S(Cl)([Cl:19])(=O)=O.C1CCCCC=1. (5) Given the product [Cl:1][C:2]1[CH:10]=[C:9]2[C:5]([C:6]([C:11]([N:13]3[CH2:18][CH2:17][CH:16]([N:19]4[C:23]5[CH:24]=[CH:25][CH:26]=[CH:27][C:22]=5[NH:21][C:20]4=[O:28])[CH2:15][CH2:14]3)=[O:12])=[CH:7][N:8]2[CH2:32][C:33]([N:35]([CH3:37])[CH3:36])=[O:34])=[CH:4][CH:3]=1, predict the reactants needed to synthesize it. The reactants are: [Cl:1][C:2]1[CH:10]=[C:9]2[C:5]([C:6]([C:11]([N:13]3[CH2:18][CH2:17][CH:16]([N:19]4[C:23]5[CH:24]=[CH:25][CH:26]=[CH:27][C:22]=5[NH:21][C:20]4=[O:28])[CH2:15][CH2:14]3)=[O:12])=[CH:7][NH:8]2)=[CH:4][CH:3]=1.[H-].[Na+].Cl[CH2:32][C:33]([N:35]([CH3:37])[CH3:36])=[O:34]. (6) Given the product [CH3:13][O:12][C:9]1[CH:10]=[C:11]2[C:6](=[CH:7][C:8]=1[O:14][CH3:15])[N:5]=[CH:4][CH:3]=[C:2]2[O:19][C:18]1[CH:20]=[CH:21][CH:22]=[CH:23][C:17]=1[C:16]([O:25][CH2:26][CH2:27][CH3:28])=[O:24], predict the reactants needed to synthesize it. The reactants are: Cl[C:2]1[C:11]2[C:6](=[CH:7][C:8]([O:14][CH3:15])=[C:9]([O:12][CH3:13])[CH:10]=2)[N:5]=[CH:4][CH:3]=1.[C:16]([O:25][CH2:26][CH2:27][CH3:28])(=[O:24])[C:17]1[C:18](=[CH:20][CH:21]=[CH:22][CH:23]=1)[OH:19].